This data is from Full USPTO retrosynthesis dataset with 1.9M reactions from patents (1976-2016). The task is: Predict the reactants needed to synthesize the given product. The reactants are: [CH2:1]([O:3][C:4]([C:6]1[N:14]([CH3:15])[C:13]2[CH:12]=[CH:11][N:10]=[CH:9][C:8]=2[C:7]=1OS(C(F)(F)C(F)(F)C(F)(F)C(F)(F)F)(=O)=O)=[O:5])[CH3:2].[Br:33][C:34]1[CH:40]=[CH:39][C:37]([NH2:38])=[C:36]([Cl:41])[CH:35]=1.CC1(C)C2C(=C(P(C3C=CC=CC=3)C3C=CC=CC=3)C=CC=2)OC2C(P(C3C=CC=CC=3)C3C=CC=CC=3)=CC=CC1=2.C1CCN2C(=NCCC2)CC1. Given the product [CH2:1]([O:3][C:4]([C:6]1[N:14]([CH3:15])[C:13]2[CH:12]=[CH:11][N:10]=[CH:9][C:8]=2[C:7]=1[NH:38][C:37]1[CH:39]=[CH:40][C:34]([Br:33])=[CH:35][C:36]=1[Cl:41])=[O:5])[CH3:2], predict the reactants needed to synthesize it.